From a dataset of Catalyst prediction with 721,799 reactions and 888 catalyst types from USPTO. Predict which catalyst facilitates the given reaction. Reactant: [OH:1][CH2:2][CH2:3][C@@H:4]1[CH2:10][C@@H:9]2[C@@H:7]([CH2:8]2)[CH2:6][N:5]1[C:11]([O:13][C:14]([CH3:17])([CH3:16])[CH3:15])=[O:12].C(P(CCCC)CCCC)CCC.O[C:32]1[CH:33]=[N:34][CH:35]=[CH:36][CH:37]=1.N(C(OC(C)(C)C)=O)=NC(OC(C)(C)C)=O. Product: [N:34]1[CH:35]=[CH:36][CH:37]=[C:32]([O:1][CH2:2][CH2:3][C@@H:4]2[CH2:10][C@@H:9]3[C@@H:7]([CH2:8]3)[CH2:6][N:5]2[C:11]([O:13][C:14]([CH3:17])([CH3:16])[CH3:15])=[O:12])[CH:33]=1. The catalyst class is: 1.